From a dataset of Forward reaction prediction with 1.9M reactions from USPTO patents (1976-2016). Predict the product of the given reaction. Given the reactants [CH3:1][N:2]1[C:6]([C:7]2[CH:8]=[N:9][NH:10][C:11]=2[NH2:12])=[C:5]([CH3:13])[CH:4]=[N:3]1.[CH2:14]([N:16]1[C:24]2[C:19](=[CH:20][C:21]([C:25](=O)[CH2:26][C:27](OCC)=[O:28])=[CH:22][CH:23]=2)[CH:18]=[N:17]1)[CH3:15], predict the reaction product. The product is: [CH3:1][N:2]1[C:6]([C:7]2[CH:8]=[N:9][N:10]3[C:27](=[O:28])[CH:26]=[C:25]([C:21]4[CH:20]=[C:19]5[C:24](=[CH:23][CH:22]=4)[N:16]([CH2:14][CH3:15])[N:17]=[CH:18]5)[NH:12][C:11]=23)=[C:5]([CH3:13])[CH:4]=[N:3]1.